This data is from Full USPTO retrosynthesis dataset with 1.9M reactions from patents (1976-2016). The task is: Predict the reactants needed to synthesize the given product. (1) Given the product [CH3:1][C:2]1[CH:7]=[CH:6][CH:5]=[CH:4][C:3]=1[C:12]1[C:21]2[C:16](=[CH:17][CH:18]=[CH:19][CH:20]=2)[CH:15]=[CH:14][C:13]=1[C:22]([OH:24])=[O:23], predict the reactants needed to synthesize it. The reactants are: [CH3:1][C:2]1[CH:7]=[CH:6][CH:5]=[CH:4][C:3]=1[Mg]Br.CO[C:12]1[C:21]2[C:16](=[CH:17][CH:18]=[CH:19][CH:20]=2)[CH:15]=[CH:14][C:13]=1[C:22]([OH:24])=[O:23].O. (2) Given the product [CH3:14][O:15][C:16]1[CH:33]=[C:32]([O:34][CH3:35])[CH:31]=[CH:30][C:17]=1[CH2:18][N:19]([CH2:23][CH:24]1[O:28][C:27](=[O:29])[N:26]([C:2]2[CH:3]=[CH:4][C:5]3[CH2:11][C:10](=[O:12])[CH2:9][CH2:8][CH2:7][C:6]=3[CH:13]=2)[CH2:25]1)[C:20](=[O:22])[CH3:21], predict the reactants needed to synthesize it. The reactants are: Br[C:2]1[CH:3]=[CH:4][C:5]2[CH2:11][C:10](=[O:12])[CH2:9][CH2:8][CH2:7][C:6]=2[CH:13]=1.[CH3:14][O:15][C:16]1[CH:33]=[C:32]([O:34][CH3:35])[CH:31]=[CH:30][C:17]=1[CH2:18][N:19]([CH2:23][CH:24]1[O:28][C:27](=[O:29])[NH:26][CH2:25]1)[C:20](=[O:22])[CH3:21].C(=O)([O-])[O-].[K+].[K+].NC1CCCCC1N.Cl. (3) Given the product [C:26]([C:25]([CH3:31])([CH3:24])[CH2:28]/[CH:29]=[N:8]/[CH2:9][C:10]([NH:12][C:13]1[CH:22]=[CH:21][C:16]([C:17]([O:19][CH3:20])=[O:18])=[CH:15][C:14]=1[Cl:23])=[O:11])#[N:27], predict the reactants needed to synthesize it. The reactants are: FC(F)(F)C(O)=O.[NH2:8][CH2:9][C:10]([NH:12][C:13]1[CH:22]=[CH:21][C:16]([C:17]([O:19][CH3:20])=[O:18])=[CH:15][C:14]=1[Cl:23])=[O:11].[CH3:24][C:25]([CH3:31])([CH2:28][CH:29]=O)[C:26]#[N:27].CCN(CC)CC. (4) Given the product [CH:17]1([CH2:16][N:5]2[C:4](=[O:23])[C:3]3[N:24]=[C:50]([C:52]4[CH:53]=[C:54]([CH:60]=[CH:61][CH:62]=4)/[CH:55]=[CH:56]/[C:57]([OH:59])=[O:58])[NH:1][C:2]=3[N:7]([CH2:8][CH:9]3[CH2:14][CH2:13][CH2:12][CH2:11][CH2:10]3)[C:6]2=[O:15])[CH2:22][CH2:21][CH2:20][CH2:19][CH2:18]1, predict the reactants needed to synthesize it. The reactants are: [NH2:1][C:2]1[N:7]([CH2:8][CH:9]2[CH2:14][CH2:13][CH2:12][CH2:11][CH2:10]2)[C:6](=[O:15])[N:5]([CH2:16][CH:17]2[CH2:22][CH2:21][CH2:20][CH2:19][CH2:18]2)[C:4](=[O:23])[C:3]=1[N:24]=O.C1(CN2C(N)=C(N)C(=O)N(CC3CCCCC3)C2=O)CCCCC1.[CH:50]([C:52]1[CH:53]=[C:54]([CH:60]=[CH:61][CH:62]=1)[CH:55]=[CH:56][C:57]([OH:59])=[O:58])=O.